Predict the reactants needed to synthesize the given product. From a dataset of Retrosynthesis with 50K atom-mapped reactions and 10 reaction types from USPTO. (1) Given the product CN(C)CCCN1CCC(c2c[nH]c3ccccc23)CC1, predict the reactants needed to synthesize it. The reactants are: CN(C)CCCCl.c1ccc2c(C3CCNCC3)c[nH]c2c1. (2) Given the product Fc1cccc(COc2ccc(Nc3ncnc4cc(OCCN5CCCCC5)cc(OC5CCOC5)c34)cc2Cl)c1, predict the reactants needed to synthesize it. The reactants are: C1CCNCC1.Fc1cccc(COc2ccc(Nc3ncnc4cc(OCCCl)cc(OC5CCOC5)c34)cc2Cl)c1. (3) Given the product CN(C)CCNC(=O)Cc1ccc(OCc2ccc(-c3ccccc3)cc2)cc1, predict the reactants needed to synthesize it. The reactants are: CN(C)CCN.COC(=O)Cc1ccc(OCc2ccc(-c3ccccc3)cc2)cc1. (4) Given the product COc1cc(N2CCN(C(=O)Cn3nc(-c4nccn4C)c4cccnc43)CC2)ccc1Cl, predict the reactants needed to synthesize it. The reactants are: CI.COc1cc(N2CCN(C(=O)Cn3nc(-c4ncc[nH]4)c4cccnc43)CC2)ccc1Cl. (5) Given the product C[C@H](Cn1ncc2ccc3c(c21)C[C@@H](OCC(N)=O)CO3)O[Si](C)(C)C(C)(C)C, predict the reactants needed to synthesize it. The reactants are: COC(=O)CO[C@H]1COc2ccc3cnn(C[C@@H](C)O[Si](C)(C)C(C)(C)C)c3c2C1.N.